This data is from Experimentally validated miRNA-target interactions with 360,000+ pairs, plus equal number of negative samples. The task is: Binary Classification. Given a miRNA mature sequence and a target amino acid sequence, predict their likelihood of interaction. (1) The miRNA is hsa-miR-1321 with sequence CAGGGAGGUGAAUGUGAU. The protein sequence of the target gene is MLQTSNYSLVLSLQFLLLSYDLFVNSFSELLQKTPVIQLVLFIIQDIAVLFNIIIIFLMFFNTFVFQAGLVNLLFHKFKGTIILTAVYFALSISLHVWVMNLRWKNSNSFIWTDGLQMLFVFQRLAAVLYCYFYKRTAVRLGDPHFYQDSLWLRKEFMQVRR. Result: 1 (interaction). (2) The miRNA is hsa-miR-556-3p with sequence AUAUUACCAUUAGCUCAUCUUU. The protein sequence of the target gene is MVLAAAMSQDADPSGPEQPDRVACSVPGARASPAPSGPRGMQQPPPPPQPPPPPQAGLPQIIQNAAKLLDKNPFSVSNPNPLLPSPASLQLAQLQAQLTLHRLKLAQTAVTNNTAAATVLNQVLSKVAMSQPLFNQLRHPSVITGPHGHAGVPQHAAAIPSTRFPSNAIAFSPPSQTRGPGPSMNLPNQPPSAMVMHPFTGVMPQTPGQPAVILGIGKTGPAPATAGFYEYGKASSGQTYGPETDGQPGFLPSSASTSGSVTYEGHYSHTGQDGQAAFSKDFYGPNSQGSHVASGFPAEQ.... Result: 0 (no interaction). (3) The miRNA is mmu-miR-362-5p with sequence AAUCCUUGGAACCUAGGUGUGAAU. The protein sequence of the target gene is MLSSIKCVLVGDSAVGKTSLLVRFTSETFPEAYKPTVYENTGVDVFMDGIQISLGLWDTAGNDAFRSIRPLSYQQADVVLMCYSVANHNSFLNLKNKWISEIRSNLPCTPVLVVATQTDQREVGPHRASCINAIEGKRLAQDVRAKGYLECSALSNRGVQQVFECAVRTAVNQARRRNRRKLFSINECKIF. Result: 0 (no interaction).